This data is from Peptide-MHC class II binding affinity with 134,281 pairs from IEDB. The task is: Regression. Given a peptide amino acid sequence and an MHC pseudo amino acid sequence, predict their binding affinity value. This is MHC class II binding data. The peptide sequence is GGLQIVDKIDAAFKI. The binding affinity (normalized) is 0.586. The MHC is DRB1_0404 with pseudo-sequence DRB1_0404.